This data is from Reaction yield outcomes from USPTO patents with 853,638 reactions. The task is: Predict the reaction yield, written as a fraction of the theoretical maximum amount of product (1.0 means a 100% yield; for example, 0.34 means a 34% yield). (1) The reactants are [CH2:1]([C:5]1[C:13]2[C:8](=[CH:9][CH:10]=[C:11]([C:14]([O:16]CC)=[O:15])[CH:12]=2)[N:7]([CH3:19])[CH:6]=1)[CH2:2][CH2:3][CH3:4].[OH-].[Na+].Cl. The catalyst is CO. The product is [CH2:1]([C:5]1[C:13]2[C:8](=[CH:9][CH:10]=[C:11]([C:14]([OH:16])=[O:15])[CH:12]=2)[N:7]([CH3:19])[CH:6]=1)[CH2:2][CH2:3][CH3:4]. The yield is 0.890. (2) The reactants are [CH2:1]([O:8][C:9]1[C:14]([N+:15]([O-:17])=[O:16])=[C:13](Cl)[CH:12]=[CH:11][N:10]=1)[C:2]1[CH:7]=[CH:6][CH:5]=[CH:4][CH:3]=1.[Cl:19][C:20]1[CH:25]=[C:24]([N:26]([CH3:28])[CH3:27])[C:23]([F:29])=[CH:22][C:21]=1B(O)O. No catalyst specified. The product is [CH2:1]([O:8][C:9]1[C:14]([N+:15]([O-:17])=[O:16])=[C:13]([C:21]2[CH:22]=[C:23]([F:29])[C:24]([N:26]([CH3:27])[CH3:28])=[CH:25][C:20]=2[Cl:19])[CH:12]=[CH:11][N:10]=1)[C:2]1[CH:7]=[CH:6][CH:5]=[CH:4][CH:3]=1. The yield is 0.590. (3) The reactants are Br[C:2]1[CH:7]=[CH:6][C:5]([C:8]([NH:11][C:12](=[O:18])[O:13][C:14]([CH3:17])([CH3:16])[CH3:15])([CH3:10])[CH3:9])=[CH:4][CH:3]=1.Br[C:20]1[C:21]2[C:22]3[CH:36]=[CH:35][S:34][C:23]=3[C:24](=[O:33])[NH:25][C:26]=2[C:27]([CH3:32])=[CH:28][C:29]=1[O:30][CH3:31]. No catalyst specified. The product is [CH3:31][O:30][C:29]1[CH:28]=[C:27]([CH3:32])[C:26]2[NH:25][C:24](=[O:33])[C:23]3[S:34][CH:35]=[CH:36][C:22]=3[C:21]=2[C:20]=1[C:2]1[CH:7]=[CH:6][C:5]([C:8]([NH:11][C:12](=[O:18])[O:13][C:14]([CH3:17])([CH3:16])[CH3:15])([CH3:10])[CH3:9])=[CH:4][CH:3]=1. The yield is 0.790. (4) The reactants are [C:1]1(=[C:8]([C:25]2[CH:30]=[CH:29][C:28]([OH:31])=[CH:27][CH:26]=2)[C:9]2[CH:14]=[CH:13][C:12](/[CH:15]=[CH:16]/[P:17](=[O:24])([O:21]CC)[O:18][CH2:19][CH3:20])=[CH:11][CH:10]=2)[CH2:7][CH2:6][CH2:5][CH2:4][CH2:3][CH2:2]1.[OH-].[Na+]. The catalyst is CCO. The product is [C:1]1(=[C:8]([C:25]2[CH:30]=[CH:29][C:28]([OH:31])=[CH:27][CH:26]=2)[C:9]2[CH:14]=[CH:13][C:12](/[CH:15]=[CH:16]/[P:17](=[O:21])([OH:24])[O:18][CH2:19][CH3:20])=[CH:11][CH:10]=2)[CH2:7][CH2:6][CH2:5][CH2:4][CH2:3][CH2:2]1. The yield is 0.860. (5) The product is [NH2:21][C:16]1[C:17]([O:19][CH3:20])=[CH:18][C:4]([CH:1]([CH3:3])[CH3:2])=[C:5]([CH:15]=1)[O:6][C:7]1[C:8]([NH2:14])=[N:9][C:10]([NH2:13])=[N:11][CH:12]=1. The yield is 0.820. The catalyst is CCO.[Pd]. The reactants are [CH:1]([C:4]1[CH:18]=[C:17]([O:19][CH3:20])[C:16]([N+:21]([O-])=O)=[CH:15][C:5]=1[O:6][C:7]1[C:8]([NH2:14])=[N:9][C:10]([NH2:13])=[N:11][CH:12]=1)([CH3:3])[CH3:2].CC(O)=O. (6) The reactants are C([CH2:8][NH:9][CH2:10][CH2:11][N:12]1[CH2:17][CH2:16][CH:15]([O:18][C:19](=[O:33])[NH:20][C:21]2[CH:26]=[CH:25][CH:24]=[CH:23][C:22]=2[C:27]2[CH:32]=[CH:31][CH:30]=[CH:29][CH:28]=2)[CH2:14][CH2:13]1)C1C=CC=CC=1.CCO.C(OC(C)C)(=O)C. The catalyst is C(Cl)Cl. The product is [CH3:8][NH:9][CH2:10][CH2:11][N:12]1[CH2:17][CH2:16][CH:15]([O:18][C:19](=[O:33])[NH:20][C:21]2[CH:26]=[CH:25][CH:24]=[CH:23][C:22]=2[C:27]2[CH:32]=[CH:31][CH:30]=[CH:29][CH:28]=2)[CH2:14][CH2:13]1. The yield is 0.700. (7) The product is [Cl:32][C:9]1[C:8]([C:5]2[CH:4]=[CH:3][C:2]([Cl:1])=[CH:7][CH:6]=2)=[C:13]([C:14]2[CH:19]=[CH:18][C:17]([Cl:20])=[CH:16][C:15]=2[Cl:21])[N:12]=[C:11]2[N:22]([C:25]3[CH:26]=[CH:27][CH:28]=[CH:29][CH:30]=3)[N:23]=[CH:24][C:10]=12. The catalyst is CC#N. The yield is 0.240. The reactants are [Cl:1][C:2]1[CH:7]=[CH:6][C:5]([C:8]2[C:9](N)=[C:10]3[CH:24]=[N:23][N:22]([C:25]4[CH:30]=[CH:29][CH:28]=[CH:27][CH:26]=4)[C:11]3=[N:12][C:13]=2[C:14]2[CH:19]=[CH:18][C:17]([Cl:20])=[CH:16][C:15]=2[Cl:21])=[CH:4][CH:3]=1.[ClH:32].N([O-])=O.[Na+].C([O-])(O)=O.[Na+]. (8) The reactants are [Na].[SH:2][CH2:3][C:4]([O:6][CH3:7])=[O:5].[Na+].[I-].Cl[CH2:11][CH2:12][CH2:13][C:14]([O:16][CH3:17])=[O:15]. The catalyst is CO. The product is [CH3:7][O:6][C:4](=[O:5])[CH2:3][S:2][CH2:11][CH2:12][CH2:13][C:14]([O:16][CH3:17])=[O:15]. The yield is 0.940.